From a dataset of Reaction yield outcomes from USPTO patents with 853,638 reactions. Predict the reaction yield, written as a fraction of the theoretical maximum amount of product (1.0 means a 100% yield; for example, 0.34 means a 34% yield). (1) The reactants are [I:1][C:2]1[CH:3]=[N:4][C:5]([N:8]2[CH2:12][C:11]([CH3:14])([CH3:13])[NH:10][C:9]2=[O:15])=[N:6][CH:7]=1.[H-].[Na+].IC.[C:20]([O-])(O)=O.[Na+]. The catalyst is CN(C=O)C. The product is [I:1][C:2]1[CH:3]=[N:4][C:5]([N:8]2[CH2:12][C:11]([CH3:13])([CH3:14])[N:10]([CH3:20])[C:9]2=[O:15])=[N:6][CH:7]=1. The yield is 0.540. (2) The reactants are [NH2:1][CH2:2][C:3]1[CH:4]=[C:5]([CH2:9][N:10]2[C:18]3[C:13](=[C:14]([O:19][CH3:20])[CH:15]=[CH:16][CH:17]=3)[C:12]([NH:21][S:22]([C:25]3[S:26][C:27]([Cl:30])=[CH:28][CH:29]=3)(=[O:24])=[O:23])=[N:11]2)[CH:6]=[CH:7][CH:8]=1.C(N(CC)C(C)C)(C)C.[C:40]1(=[O:50])[O:45][C:43](=[O:44])[C:42]2=[CH:46][CH:47]=[CH:48][CH:49]=[C:41]12. The catalyst is C1COCC1. The product is [Cl:30][C:27]1[S:26][C:25]([S:22]([NH:21][C:12]2[C:13]3[C:18](=[CH:17][CH:16]=[CH:15][C:14]=3[O:19][CH3:20])[N:10]([CH2:9][C:5]3[CH:4]=[C:3]([CH2:2][NH:1][C:40]([C:41]4[CH:49]=[CH:48][CH:47]=[CH:46][C:42]=4[C:43]([OH:45])=[O:44])=[O:50])[CH:8]=[CH:7][CH:6]=3)[N:11]=2)(=[O:24])=[O:23])=[CH:29][CH:28]=1. The yield is 0.510. (3) The reactants are [N:1]1[O:2][C:3]([C:10]([OH:12])=O)=[C:4]2[CH:9]=[CH:8][CH:7]=[CH:6][C:5]=12.[N:13]1([CH2:19][C:20]2[CH:34]=[CH:33][C:23]3[NH:24][C:25]([C:27]4[C:31]([NH2:32])=[CH:30][NH:29][N:28]=4)=[N:26][C:22]=3[CH:21]=2)[CH2:18][CH2:17][O:16][CH2:15][CH2:14]1.C(Cl)CCl.C1C=CC2N(O)N=NC=2C=1. The catalyst is CN(C=O)C. The product is [N:13]1([CH2:19][C:20]2[CH:34]=[CH:33][C:23]3[NH:24][C:25]([C:27]4[C:31]([NH:32][C:10]([C:3]5[O:2][N:1]=[C:5]6[CH:6]=[CH:7][CH:8]=[CH:9][C:4]=56)=[O:12])=[CH:30][NH:29][N:28]=4)=[N:26][C:22]=3[CH:21]=2)[CH2:18][CH2:17][O:16][CH2:15][CH2:14]1. The yield is 0.320. (4) The reactants are [NH2:1][C:2]1[O:3][C@H:4]([C:28]([F:31])([F:30])[F:29])[CH2:5][C@:6]([C:9]2[CH:10]=[C:11]([NH:17][C:18](=[O:27])[C:19]3[C:24]([F:25])=[CH:23][C:22](Cl)=[CH:21][N:20]=3)[CH:12]=[C:13]([F:16])[C:14]=2[F:15])([CH3:8])[N:7]=1.C[C:33]([N:35](C)C)=O. The catalyst is O.CCOC(C)=O.[C-]#N.[Zn+2].[C-]#N.C1C=CC(/C=C/C(/C=C/C2C=CC=CC=2)=O)=CC=1.C1C=CC(/C=C/C(/C=C/C2C=CC=CC=2)=O)=CC=1.C1C=CC(/C=C/C(/C=C/C2C=CC=CC=2)=O)=CC=1.[Pd].[Pd]. The product is [NH2:1][C:2]1[O:3][C@H:4]([C:28]([F:31])([F:30])[F:29])[CH2:5][C@:6]([C:9]2[CH:10]=[C:11]([NH:17][C:18](=[O:27])[C:19]3[C:24]([F:25])=[CH:23][C:22]([C:33]#[N:35])=[CH:21][N:20]=3)[CH:12]=[C:13]([F:16])[C:14]=2[F:15])([CH3:8])[N:7]=1. The yield is 0.507. (5) The reactants are [ClH:1].N[C:3]1[C:8]2[O:9][CH2:10][C:11](=[O:13])[NH:12][C:7]=2[CH:6]=[CH:5][CH:4]=1.C(O)(=O)C.N([O-])=O.[Na+].[S:22](=[O:24])=[O:23]. The catalyst is C(#N)C.O.O.O.[Cu](Cl)Cl. The product is [O:13]=[C:11]1[CH2:10][O:9][C:8]2[C:3]([S:22]([Cl:1])(=[O:24])=[O:23])=[CH:4][CH:5]=[CH:6][C:7]=2[NH:12]1. The yield is 0.160.